From a dataset of Forward reaction prediction with 1.9M reactions from USPTO patents (1976-2016). Predict the product of the given reaction. (1) Given the reactants Cl[C:2]([O:4][C:5]1[CH:10]=CC([N+]([O-])=O)=CC=1)=[O:3].[C:14](OCC)(=[O:17])[NH:15][NH2:16].CCN(CC)CC.[N:28]([CH2:31][CH2:32][O:33][CH2:34][CH2:35][O:36][CH2:37][CH2:38][O:39][CH2:40][CH2:41][NH2:42])=[N+:29]=[N-:30], predict the reaction product. The product is: [N:28]([CH2:31][CH2:32][O:33][CH2:34][CH2:35][O:36][CH2:37][CH2:38][O:39][CH2:40][CH2:41][NH:42][C:14](=[O:17])[NH:15][NH:16][C:2]([O:4][CH2:5][CH3:10])=[O:3])=[N+:29]=[N-:30]. (2) Given the reactants O.[CH:2]1([N:5]2[C:14]3[C:9](=[CH:10][CH:11]=[C:12]([C:19]4[CH:20]=[C:21]5[C:25](=[CH:26][CH:27]=4)[C@@H:24]([CH3:28])[NH:23][CH2:22]5)[C:13]=3[O:15][CH:16]([F:18])[F:17])[C:8](=[O:29])[C:7]([C:30]([OH:32])=[O:31])=[CH:6]2)[CH2:4][CH2:3]1.[CH3:33][S:34]([OH:37])(=[O:36])=[O:35], predict the reaction product. The product is: [OH2:15].[CH3:33][S:34]([OH:37])(=[O:36])=[O:35].[CH:2]1([N:5]2[C:14]3[C:9](=[CH:10][CH:11]=[C:12]([C:19]4[CH:20]=[C:21]5[C:25](=[CH:26][CH:27]=4)[C@@H:24]([CH3:28])[NH:23][CH2:22]5)[C:13]=3[O:15][CH:16]([F:18])[F:17])[C:8](=[O:29])[C:7]([C:30]([OH:32])=[O:31])=[CH:6]2)[CH2:4][CH2:3]1. (3) Given the reactants N1[CH2:6][CH2:5][CH:4]([C:7]([O:9][CH2:10][CH3:11])=[O:8])[CH2:3][CH2:2]1.Cl[C:13]1[CH:22]=[CH:21][C:20]2[C:15](=[CH:16][CH:17]=[C:18]([O:23][CH3:24])[CH:19]=2)[N:14]=1.[CH3:25]C#N, predict the reaction product. The product is: [CH3:24][O:23][C:18]1[CH:19]=[C:20]2[C:15](=[CH:16][CH:17]=1)[N:14]=[C:13]([CH:25]1[CH2:6][CH2:5][CH:4]([C:7]([O:9][CH2:10][CH3:11])=[O:8])[CH2:3][CH2:2]1)[CH:22]=[CH:21]2. (4) Given the reactants [CH3:1][O:2][C:3]1([C:6]([NH2:8])=[O:7])[CH2:5][CH2:4]1.C[Si]([N-][Si](C)(C)C)(C)C.[Li+].Cl[C:20]([O:22][C:23]([CH3:25])=[CH2:24])=[O:21], predict the reaction product. The product is: [CH3:1][O:2][C:3]1([C:6]([NH:8][C:20](=[O:21])[O:22][C:23]([CH3:25])=[CH2:24])=[O:7])[CH2:5][CH2:4]1.